Predict the reaction yield, written as a fraction of the theoretical maximum amount of product (1.0 means a 100% yield; for example, 0.34 means a 34% yield). From a dataset of Reaction yield outcomes from USPTO patents with 853,638 reactions. (1) The reactants are C([O:5][P:6]([O:13][CH2:14][C:15]1[CH:69]=[CH:68][C:18]([C:19]([O:21][C:22]2[C:26]([O:27][C:28](=[O:49])[C:29]3[CH:34]=[CH:33][C:32]([CH2:35][O:36][P:37]([O:44]C(C)(C)C)([O:39]C(C)(C)C)=[O:38])=[CH:31][CH:30]=3)=[C:25]([C:50]([O:52][CH2:53][CH3:54])=[O:51])[N:24]([C:55]3[CH:60]=[CH:59][C:58]([O:61][CH3:62])=[CH:57][CH:56]=3)[C:23]=2[C:63](=[O:67])[N:64]([CH3:66])[CH3:65])=[O:20])=[CH:17][CH:16]=1)([O:8]C(C)(C)C)=[O:7])(C)(C)C.FC(F)(F)C(O)=O. The catalyst is C(Cl)Cl. The product is [P:6]([O:13][CH2:14][C:15]1[CH:16]=[CH:17][C:18]([C:19]([O:21][C:22]2[C:26]([O:27][C:28](=[O:49])[C:29]3[CH:30]=[CH:31][C:32]([CH2:35][O:36][P:37]([OH:44])([OH:39])=[O:38])=[CH:33][CH:34]=3)=[C:25]([C:50]([O:52][CH2:53][CH3:54])=[O:51])[N:24]([C:55]3[CH:56]=[CH:57][C:58]([O:61][CH3:62])=[CH:59][CH:60]=3)[C:23]=2[C:63](=[O:67])[N:64]([CH3:65])[CH3:66])=[O:20])=[CH:68][CH:69]=1)([OH:8])([OH:7])=[O:5]. The yield is 0.570. (2) The reactants are [NH2:1][C:2]1[C:7]([OH:8])=[C:6]([F:9])[C:5]([C:10]2[CH:15]=[CH:14][CH:13]=[CH:12][CH:11]=2)=[C:4]([CH3:16])[C:3]=1[C:17]#[N:18].[N:19]1(C(N2C=CN=C2)=N)C=CN=[CH:20]1. The catalyst is O1CCCC1. The product is [NH2:19][C:20]1[O:8][C:7]2[C:2](=[C:3]([C:17]#[N:18])[C:4]([CH3:16])=[C:5]([C:10]3[CH:15]=[CH:14][CH:13]=[CH:12][CH:11]=3)[C:6]=2[F:9])[N:1]=1. The yield is 0.870. (3) The reactants are [N+]([O-])([O-])=O.[Na+].N[C:7]1[CH:15]=[C:14]([Cl:16])[CH:13]=[CH:12][C:8]=1[C:9]([OH:11])=[O:10].[BrH:17]. The catalyst is O.[Cu](Br)Br. The product is [Br:17][C:7]1[CH:15]=[C:14]([Cl:16])[CH:13]=[CH:12][C:8]=1[C:9]([OH:11])=[O:10]. The yield is 0.590. (4) The reactants are [Cl:1][C:2]1[C:7]([Cl:8])=[C:6]([C:9]#[N:10])[CH:5]=[CH:4][C:3]=1[NH:11][C@H:12]([C@@H:16]([OH:18])[CH3:17])[C:13]([OH:15])=O.[Cl:19][C:20]1[CH:29]=[CH:28][C:23]([C:24]([NH:26][NH2:27])=[O:25])=[CH:22][CH:21]=1.ClC1C(CC)=C(N[C@H]([C@@H](O)C)C(NNC(=O)C2C=CC=CC=2)=O)C=CC=1C#N. No catalyst specified. The product is [Cl:19][C:20]1[CH:29]=[CH:28][C:23]([C:24]([NH:26][NH:27][C:13](=[O:15])[C@H:12]([NH:11][C:3]2[CH:4]=[CH:5][C:6]([C:9]#[N:10])=[C:7]([Cl:8])[C:2]=2[Cl:1])[C@@H:16]([OH:18])[CH3:17])=[O:25])=[CH:22][CH:21]=1. The yield is 0.520. (5) The catalyst is C(COC)OC.C(O)C.O. The reactants are [NH2:1][C:2]1[N:6]2[CH2:7][CH2:8][N:9]=[C:5]2[C:4]([C:17]2[CH:22]=[CH:21][C:20]([OH:23])=[CH:19][CH:18]=2)([C:10]2[CH:15]=[CH:14][CH:13]=[C:12](Br)[CH:11]=2)[N:3]=1.C(=O)([O-])[O-].[Cs+].[Cs+].[Cl:30][C:31]1[CH:32]=[C:33](B(O)O)[CH:34]=[CH:35][CH:36]=1. The yield is 0.390. The product is [NH2:1][C:2]1[N:6]2[CH2:7][CH2:8][N:9]=[C:5]2[C:4]([C:17]2[CH:22]=[CH:21][C:20]([OH:23])=[CH:19][CH:18]=2)([C:10]2[CH:11]=[C:12]([C:35]3[CH:34]=[CH:33][CH:32]=[C:31]([Cl:30])[CH:36]=3)[CH:13]=[CH:14][CH:15]=2)[N:3]=1. (6) The reactants are C[O:2][C:3]([C:5]1[CH:15]=[CH:14][C:8]2[O:9][C:10]([F:13])([F:12])[O:11][C:7]=2[CH:6]=1)=O.[H-].[Al+3].[Li+].[H-].[H-].[H-].O.[OH-].[Na+]. The catalyst is O1CCCC1. The product is [F:13][C:10]1([F:12])[O:9][C:8]2[CH:14]=[CH:15][C:5]([CH2:3][OH:2])=[CH:6][C:7]=2[O:11]1. The yield is 0.760.